From a dataset of hERG potassium channel inhibition data for cardiac toxicity prediction from Karim et al.. Regression/Classification. Given a drug SMILES string, predict its toxicity properties. Task type varies by dataset: regression for continuous values (e.g., LD50, hERG inhibition percentage) or binary classification for toxic/non-toxic outcomes (e.g., AMES mutagenicity, cardiotoxicity, hepatotoxicity). Dataset: herg_karim. (1) The compound is C[C@H](c1nc(-c2ccc(S(C)(=O)=O)cc2Cl)no1)[C@H](N)C(=O)N1CCCC1.O=C(O)C(F)(F)F. The result is 0 (non-blocker). (2) The compound is O=[N+]([O-])c1ccc(CCN2CCN(CCc3ccc4nonc4c3)CC2)cc1. The result is 1 (blocker).